Dataset: Full USPTO retrosynthesis dataset with 1.9M reactions from patents (1976-2016). Task: Predict the reactants needed to synthesize the given product. (1) Given the product [I-:1].[N:12]1([C:16]2[CH:17]=[C:18]([CH2:45][CH3:46])[C:19]3[C:28]([CH:29]=2)=[S+:27][C:26]2[C:21](=[C:22]([CH3:44])[CH:23]=[C:24]([N:30]4[CH2:36][CH2:35][CH2:34][NH:33][CH2:32][CH2:31]4)[CH:25]=2)[N:20]=3)[CH2:13][CH2:14][CH2:15][NH:9][CH2:10][CH2:11]1, predict the reactants needed to synthesize it. The reactants are: [I-:1].C([N:9]1[CH2:15][CH2:14][CH2:13][N:12]([C:16]2[CH:17]=[C:18]([CH2:45][CH3:46])[C:19]3[C:28]([CH:29]=2)=[S+:27][C:26]2[C:21](=[C:22]([CH3:44])[CH:23]=[C:24]([N:30]4[CH2:36][CH2:35][CH2:34][N:33](C(OC(C)(C)C)=O)[CH2:32][CH2:31]4)[CH:25]=2)[N:20]=3)[CH2:11][CH2:10]1)(OC(C)(C)C)=O. (2) Given the product [O:1]1[CH2:5][CH2:4][O:3][CH:2]1[C:6]1[CH:7]=[C:8](/[CH:15]=[CH:16]/[C:17]([O:19][CH3:20])=[O:18])[S:9][CH:10]=1, predict the reactants needed to synthesize it. The reactants are: [O:1]1[CH2:5][CH2:4][O:3][CH:2]1[C:6]1[CH:7]=[C:8](/[CH:15]=[CH:16]/[C:17]([O:19][CH3:20])=[O:18])[S:9][C:10]=1[Si](C)(C)C.O.O1CCCC1.[F-].C([N+](CCCC)(CCCC)CCCC)CCC.[Cl-].[NH4+]. (3) Given the product [CH2:17]([O:24][C:25]([N:27]1[CH2:32][CH2:31][CH:30]([CH2:33][NH:34][C:6]2[C:5]([CH3:9])=[CH:4][N:3]=[C:2]([Cl:1])[N:7]=2)[CH2:29][CH2:28]1)=[O:26])[C:18]1[CH:23]=[CH:22][CH:21]=[CH:20][CH:19]=1, predict the reactants needed to synthesize it. The reactants are: [Cl:1][C:2]1[N:7]=[C:6](Cl)[C:5]([CH3:9])=[CH:4][N:3]=1.C(N(CC)CC)C.[CH2:17]([O:24][C:25]([N:27]1[CH2:32][CH2:31][CH:30]([CH2:33][NH2:34])[CH2:29][CH2:28]1)=[O:26])[C:18]1[CH:23]=[CH:22][CH:21]=[CH:20][CH:19]=1. (4) Given the product [CH3:15][C:12]([CH3:13])([O:11][C:9]([N:19]1[CH2:20][CH2:21][NH:16][CH:17]([C:22]([O:24][CH2:25][CH3:26])=[O:23])[CH2:18]1)=[O:10])[CH3:14], predict the reactants needed to synthesize it. The reactants are: [C:9](O[C:9]([O:11][C:12]([CH3:15])([CH3:14])[CH3:13])=[O:10])(=[O:10])[O:11][C:12]([CH3:15])([CH3:14])[CH3:13].[NH:16]1[CH2:21][CH2:20][NH:19][CH2:18][CH:17]1[C:22]([O:24][CH2:25][CH3:26])=[O:23].